From a dataset of TCR-epitope binding with 47,182 pairs between 192 epitopes and 23,139 TCRs. Binary Classification. Given a T-cell receptor sequence (or CDR3 region) and an epitope sequence, predict whether binding occurs between them. (1) The epitope is SFHSLHLLF. The TCR CDR3 sequence is CASSQDFLQTFNQPQHF. Result: 0 (the TCR does not bind to the epitope). (2) The epitope is SEISMDNSPNL. The TCR CDR3 sequence is CASSAGTVYEQYF. Result: 0 (the TCR does not bind to the epitope). (3) The epitope is KRWIIMGLNK. The TCR CDR3 sequence is CATSETGELFF. Result: 1 (the TCR binds to the epitope). (4) The epitope is IPSINVHHY. The TCR CDR3 sequence is CASSQAERPDPQYF. Result: 0 (the TCR does not bind to the epitope). (5) The epitope is ATDALMTGY. The TCR CDR3 sequence is CASSSGVNTGELFF. Result: 0 (the TCR does not bind to the epitope).